This data is from Catalyst prediction with 721,799 reactions and 888 catalyst types from USPTO. The task is: Predict which catalyst facilitates the given reaction. (1) Reactant: [Br:1][C:2]1[C:11]2[C:6](=[CH:7][CH:8]=[CH:9][CH:10]=2)[C:5](=[O:12])[N:4]([C:13]2[CH:21]=[CH:20][C:16]([C:17](O)=[O:18])=[CH:15][CH:14]=2)[N:3]=1.[C:22](N1C=CN=C1)([N:24]1C=CN=C1)=O.CN. Product: [Br:1][C:2]1[C:11]2[C:6](=[CH:7][CH:8]=[CH:9][CH:10]=2)[C:5](=[O:12])[N:4]([C:13]2[CH:21]=[CH:20][C:16]([C:17]([NH:24][CH3:22])=[O:18])=[CH:15][CH:14]=2)[N:3]=1. The catalyst class is: 198. (2) Reactant: C(=O)([O-])[O-].[Cs+].[Cs+].[F:7][C:8]([F:12])([F:11])[CH2:9]I.[Cl:13][C:14]1[C:24]2[NH:23][C:22](=[O:25])[CH2:21][N:20]=[C:19]([C:26]3[CH:31]=[CH:30][CH:29]=[CH:28][CH:27]=3)[C:18]=2[CH:17]=[CH:16][CH:15]=1.C(Cl)Cl. Product: [Cl:13][C:14]1[C:24]2[N:23]([CH2:9][C:8]([F:12])([F:11])[F:7])[C:22](=[O:25])[CH2:21][N:20]=[C:19]([C:26]3[CH:27]=[CH:28][CH:29]=[CH:30][CH:31]=3)[C:18]=2[CH:17]=[CH:16][CH:15]=1. The catalyst class is: 391. (3) The catalyst class is: 7. Reactant: C[Si]([N-][Si](C)(C)C)(C)C.[Li+].[Br:11][C:12]1[C:13]([CH3:19])=[CH:14][C:15]([Cl:18])=[N:16][CH:17]=1.[C:20]([O:24][C:25]([N:27]1[CH2:36][CH2:35][C:30]2([CH2:33][C:32](=[O:34])[CH2:31]2)[CH2:29][CH2:28]1)=[O:26])([CH3:23])([CH3:22])[CH3:21]. Product: [C:20]([O:24][C:25]([N:27]1[CH2:28][CH2:29][C:30]2([CH2:31][C:32]([CH2:19][C:13]3[C:12]([Br:11])=[CH:17][N:16]=[C:15]([Cl:18])[CH:14]=3)([OH:34])[CH2:33]2)[CH2:35][CH2:36]1)=[O:26])([CH3:23])([CH3:21])[CH3:22]. (4) Reactant: O1CCOCC1.Br[C:8]1[C:12]([CH3:14])([CH3:13])[O:11]/[C:10](=[C:15]2/[C:16](=[O:25])[NH:17][C:18]3[C:23]/2=[CH:22][CH:21]=[C:20]([F:24])[CH:19]=3)/[CH:9]=1.[CH3:26][O:27][C:28]([C:30]1[CH:35]=[CH:34][C:33](B(O)O)=[CH:32][CH:31]=1)=[O:29].C([O-])([O-])=O.[Na+].[Na+]. Product: [F:24][C:20]1[CH:19]=[C:18]2[C:23](/[C:15](=[C:10]3/[CH:9]=[C:8]([C:33]4[CH:34]=[CH:35][C:30]([C:28]([O:27][CH3:26])=[O:29])=[CH:31][CH:32]=4)[C:12]([CH3:14])([CH3:13])[O:11]/3)/[C:16](=[O:25])[NH:17]2)=[CH:22][CH:21]=1. The catalyst class is: 189. (5) The catalyst class is: 4. Reactant: [CH3:1][O:2][C:3](=[O:18])[C:4]1[CH:9]=[CH:8][CH:7]=[CH:6][C:5]=1[C:10]([N:12]1[CH2:16][C@@H:15]([OH:17])[CH2:14][O:13]1)=[O:11].C(N(CC)C(C)C)(C)C.[CH3:28][S:29](Cl)(=[O:31])=[O:30]. Product: [CH3:1][O:2][C:3](=[O:18])[C:4]1[CH:9]=[CH:8][CH:7]=[CH:6][C:5]=1[C:10]([N:12]1[CH2:16][C@@H:15]([O:17][S:29]([CH3:28])(=[O:31])=[O:30])[CH2:14][O:13]1)=[O:11]. (6) Reactant: [CH:1]1([C:6]2[CH:11]=[C:10]([C:12]3[O:16][N:15]=[C:14]([C:17]4[CH:22]=[C:21]([CH3:23])[C:20]([O:24][CH2:25][C@@H:26]5[CH2:28][O:27]5)=[C:19]([CH2:29][CH3:30])[CH:18]=4)[N:13]=3)[CH:9]=[C:8]([O:31][CH3:32])[N:7]=2)[CH2:5][CH2:4][CH2:3][CH2:2]1.[NH3:33]. Product: [NH3:7].[NH2:33][CH2:28][C@H:26]([OH:27])[CH2:25][O:24][C:20]1[C:21]([CH3:23])=[CH:22][C:17]([C:14]2[N:13]=[C:12]([C:10]3[CH:9]=[C:8]([O:31][CH3:32])[N:7]=[C:6]([CH:1]4[CH2:5][CH2:4][CH2:3][CH2:2]4)[CH:11]=3)[O:16][N:15]=2)=[CH:18][C:19]=1[CH2:29][CH3:30]. The catalyst class is: 5. (7) Reactant: [C:1]([C:4]1[CH:9]=[CH:8][C:7](B(O)O)=[CH:6][CH:5]=1)([OH:3])=[O:2].C(=O)([O-])[O-].[K+].[K+].Br[C:20]1[CH:25]=[CH:24][CH:23]=[CH:22][C:21]=1[O:26][CH3:27]. Product: [CH3:27][O:26][C:21]1[CH:22]=[CH:23][CH:24]=[CH:25][C:20]=1[C:7]1[CH:8]=[CH:9][C:4]([C:1]([OH:3])=[O:2])=[CH:5][CH:6]=1. The catalyst class is: 40. (8) Reactant: Br[C:2]1[CH:3]=[C:4]([NH:10][C@@H:11]2[CH2:16][CH2:15][CH2:14][CH2:13][C@@H:12]2[NH:17][C:18](=[O:24])[O:19][C:20]([CH3:23])([CH3:22])[CH3:21])[CH:5]=[N:6][C:7]=1[C:8]#[N:9].[CH3:25][N:26]1[CH:30]=[C:29]([NH2:31])[CH:28]=[N:27]1.CC1(C)C2C(=C(P(C3C=CC=CC=3)C3C=CC=CC=3)C=CC=2)OC2C(P(C3C=CC=CC=3)C3C=CC=CC=3)=CC=CC1=2.C([O-])([O-])=O.[Cs+].[Cs+]. Product: [C:8]([C:7]1[N:6]=[CH:5][C:4]([NH:10][C@@H:11]2[CH2:16][CH2:15][CH2:14][CH2:13][C@@H:12]2[NH:17][C:18](=[O:24])[O:19][C:20]([CH3:23])([CH3:22])[CH3:21])=[CH:3][C:2]=1[NH:31][C:29]1[CH:28]=[N:27][N:26]([CH3:25])[CH:30]=1)#[N:9]. The catalyst class is: 62. (9) Reactant: [CH2:1]([NH:3][C@H:4]1[CH2:8][CH2:7][N:6]([C:9]2[C:14]([C:15]([O:17][CH:18]([CH3:20])[CH3:19])=[O:16])=[CH:13][CH:12]=[CH:11][N:10]=2)[CH2:5]1)[CH3:2].[CH2:21]([C:23]1[S:27][C:26]([CH:28]=O)=[CH:25][CH:24]=1)[CH3:22].[BH-](OC(C)=O)(OC(C)=O)OC(C)=O.[Na+]. Product: [CH2:1]([N:3]([CH2:28][C:26]1[S:27][C:23]([CH2:21][CH3:22])=[CH:24][CH:25]=1)[C@H:4]1[CH2:8][CH2:7][N:6]([C:9]2[C:14]([C:15]([O:17][CH:18]([CH3:19])[CH3:20])=[O:16])=[CH:13][CH:12]=[CH:11][N:10]=2)[CH2:5]1)[CH3:2]. The catalyst class is: 1. (10) Reactant: [Cl:1][C:2]1[CH:7]=[CH:6][C:5]([NH:8][S:9]([C:12]2[CH:17]=[CH:16][C:15]([N:18]3[CH2:23][CH2:22][NH:21][CH2:20][CH2:19]3)=[CH:14][CH:13]=2)(=[O:11])=[O:10])=[C:4]([C:24]([C:26]2[CH:31]=[CH:30][N:29]=[CH:28][CH:27]=2)=[O:25])[CH:3]=1.[F:32][C:33]([F:44])([F:43])[CH2:34]OS(C(F)(F)F)(=O)=O. Product: [Cl:1][C:2]1[CH:7]=[CH:6][C:5]([NH:8][S:9]([C:12]2[CH:13]=[CH:14][C:15]([N:18]3[CH2:23][CH2:22][N:21]([CH2:34][C:33]([F:44])([F:43])[F:32])[CH2:20][CH2:19]3)=[CH:16][CH:17]=2)(=[O:10])=[O:11])=[C:4]([C:24]([C:26]2[CH:27]=[CH:28][N:29]=[CH:30][CH:31]=2)=[O:25])[CH:3]=1. The catalyst class is: 21.